From a dataset of Catalyst prediction with 721,799 reactions and 888 catalyst types from USPTO. Predict which catalyst facilitates the given reaction. (1) Reactant: [Cl:1][C:2]1[CH:10]=[C:9]([NH:11][CH2:12][C:13]2[CH:21]=[CH:20][CH:19]=[C:18]3[C:14]=2[CH:15]=[CH:16][NH:17]3)[C:5]([C:6]([NH2:8])=[O:7])=[CH:4][N:3]=1.[H-].[Na+].CI.[CH:26](Cl)(Cl)Cl. Product: [Cl:1][C:2]1[CH:10]=[C:9]([NH:11][CH2:12][C:13]2[CH:21]=[CH:20][CH:19]=[C:18]3[C:14]=2[CH:15]=[CH:16][N:17]3[CH3:26])[C:5]([C:6]([NH2:8])=[O:7])=[CH:4][N:3]=1. The catalyst class is: 18. (2) Reactant: [CH3:1][O:2][C:3]1[CH:4]=[CH:5][C:6]([CH2:11][CH2:12][NH:13][C:14](=O)[CH2:15][CH2:16][C:17]2[CH:22]=[CH:21][C:20]([C:23]([F:26])([F:25])[F:24])=[CH:19][CH:18]=2)=[N:7][C:8]=1[O:9][CH3:10].O=P(Cl)(Cl)Cl. Product: [CH3:10][O:9][C:8]1[C:3]([O:2][CH3:1])=[CH:4][C:5]2[C:14]([CH2:15][CH2:16][C:17]3[CH:22]=[CH:21][C:20]([C:23]([F:26])([F:25])[F:24])=[CH:19][CH:18]=3)=[N:13][CH2:12][CH2:11][C:6]=2[N:7]=1. The catalyst class is: 10. (3) Reactant: [CH2:1]([O:9][C:10]1[CH:16]=[CH:15][C:13]([NH2:14])=[CH:12][CH:11]=1)[CH2:2][CH2:3][CH2:4][CH2:5][CH2:6][CH2:7][CH3:8].[S-:17][C:18]#[N:19].[K+].Br(O)(=O)=O. Product: [CH2:1]([O:9][C:10]1[CH:16]=[CH:15][C:13]2[N:14]=[C:18]([NH2:19])[S:17][C:12]=2[CH:11]=1)[CH2:2][CH2:3][CH2:4][CH2:5][CH2:6][CH2:7][CH3:8]. The catalyst class is: 15. (4) Reactant: [H-].[Al+3].[Li+].[H-].[H-].[H-].[Br:7][C:8]1[CH:9]=[C:10]([CH2:14][C:15](O)=[O:16])[CH:11]=[CH:12][CH:13]=1.O.[C@H](O)(C([O-])=O)[C@@H](O)C([O-])=O.[Na+].[K+]. Product: [Br:7][C:8]1[CH:9]=[C:10]([CH2:14][CH2:15][OH:16])[CH:11]=[CH:12][CH:13]=1. The catalyst class is: 7.